From a dataset of Full USPTO retrosynthesis dataset with 1.9M reactions from patents (1976-2016). Predict the reactants needed to synthesize the given product. (1) Given the product [Br:1][C:2]1[CH:7]=[CH:6][C:5]([N:14]2[CH2:15][CH:12]([O:11][CH3:10])[CH2:13]2)=[CH:4][N:3]=1, predict the reactants needed to synthesize it. The reactants are: [Br:1][C:2]1[CH:7]=[CH:6][C:5](I)=[CH:4][N:3]=1.Cl.[CH3:10][O:11][CH:12]1[CH2:15][NH:14][CH2:13]1.C1(P(C2C=CC=CC=2)C2C3OC4C(=CC=CC=4P(C4C=CC=CC=4)C4C=CC=CC=4)C(C)(C)C=3C=CC=2)C=CC=CC=1.CC(C)([O-])C.[Na+].N12CCCN=C1CCCCC2. (2) Given the product [CH3:19][O:18][C:5]1[CH:4]=[CH:3][C:2]([O:21][CH3:20])=[CH:7][C:6]=1[CH:8]([OH:17])[C:9]#[C:10][C:11]1[CH:16]=[CH:15][CH:14]=[CH:13][CH:12]=1, predict the reactants needed to synthesize it. The reactants are: F[C:2]1[CH:3]=[CH:4][C:5]([O:18][CH3:19])=[C:6]([CH:8]([OH:17])[C:9]#[C:10][C:11]2[CH:16]=[CH:15][CH:14]=[CH:13][CH:12]=2)[CH:7]=1.[CH3:20][O:21]C1C=CC(OC)=CC=1C=O. (3) Given the product [O:14]=[C:15]([OH:27])[C@@H:16]([C@H:18]([C@H:20]([C@@H:22]([C:24]([OH:26])=[O:25])[OH:23])[OH:21])[OH:19])[OH:17].[CH3:1][NH:2][C@H:3]([CH2:5]/[CH:6]=[CH:7]/[C:8]1[CH:9]=[N:10][CH:11]=[CH:12][CH:13]=1)[CH3:4].[CH3:1][NH:2][C@H:3]([CH2:5]/[CH:6]=[CH:7]/[C:8]1[CH:9]=[N:10][CH:11]=[CH:12][CH:13]=1)[CH3:4], predict the reactants needed to synthesize it. The reactants are: [CH3:1][NH:2][C@H:3]([CH2:5]/[CH:6]=[CH:7]/[C:8]1[CH:9]=[N:10][CH:11]=[CH:12][CH:13]=1)[CH3:4].[O:14]=[C:15]([OH:27])[C@@H:16]([C@H:18]([C@H:20]([C@@H:22]([C:24]([OH:26])=[O:25])[OH:23])[OH:21])[OH:19])[OH:17].O. (4) Given the product [O:1]1[CH:5]=[N:4][N:3]=[C:2]1[C:6]1[CH:7]=[C:8]([NH:12][C:13]([C:14]2[CH:19]=[C:18]([C:28]3[CH:27]=[N:26][C:25]([CH:22]4[CH2:24][CH2:23]4)=[CH:30][CH:29]=3)[CH:17]=[CH:16][N:15]=2)=[O:21])[CH:9]=[CH:10][CH:11]=1, predict the reactants needed to synthesize it. The reactants are: [O:1]1[CH:5]=[N:4][N:3]=[C:2]1[C:6]1[CH:7]=[C:8]([NH:12][C:13](=[O:21])[C:14]2[CH:19]=[C:18](Br)[CH:17]=[CH:16][N:15]=2)[CH:9]=[CH:10][CH:11]=1.[CH:22]1([C:25]2[CH:30]=[CH:29][C:28](B3OC(C)(C)C(C)(C)O3)=[CH:27][N:26]=2)[CH2:24][CH2:23]1.C(=O)([O-])[O-].[K+].[K+]. (5) Given the product [CH3:1][O:2][C:3]1[CH:8]=[CH:7][C:6]([C:9]2[N:13]([C:14]3[CH:15]=[CH:16][CH:17]=[CH:18][CH:19]=3)[N:12]=[C:11]([CH2:20][CH2:21][CH2:22][N:33]3[CH2:34][CH2:35][N:30]([C:24]4[CH:29]=[CH:28][CH:27]=[CH:26][CH:25]=4)[CH2:31][CH2:32]3)[CH:10]=2)=[CH:5][CH:4]=1, predict the reactants needed to synthesize it. The reactants are: [CH3:1][O:2][C:3]1[CH:8]=[CH:7][C:6]([C:9]2[N:13]([C:14]3[CH:19]=[CH:18][CH:17]=[CH:16][CH:15]=3)[N:12]=[C:11]([CH2:20][CH2:21][CH:22]=O)[CH:10]=2)=[CH:5][CH:4]=1.[C:24]1([N:30]2[CH2:35][CH2:34][NH:33][CH2:32][CH2:31]2)[CH:29]=[CH:28][CH:27]=[CH:26][CH:25]=1.CCN(C(C)C)C(C)C.[BH-](OC(C)=O)(OC(C)=O)OC(C)=O.[Na+]. (6) Given the product [N:35]1([CH2:31][C:29]2[CH:28]=[N:27][N:26]([C:24]3[C:23]([CH3:33])=[CH:22][N:21]=[C:20]([NH:19][C:4]4[C:3]([O:2][CH3:1])=[CH:8][C:7]([N:9]5[CH2:15][CH2:14][CH2:13][O:12][CH2:11][CH2:10]5)=[C:6]([NH:16][C:3](=[O:2])[CH:4]=[CH2:5])[CH:5]=4)[N:25]=3)[CH:30]=2)[CH2:38][CH2:37][CH2:36]1, predict the reactants needed to synthesize it. The reactants are: [CH3:1][O:2][C:3]1[CH:8]=[C:7]([N:9]2[CH2:15][CH2:14][CH2:13][O:12][CH2:11][CH2:10]2)[C:6]([N+:16]([O-])=O)=[CH:5][C:4]=1[NH:19][C:20]1[N:25]=[C:24]([N:26]2[CH:30]=[C:29]([CH:31]=O)[CH:28]=[N:27]2)[C:23]([CH3:33])=[CH:22][N:21]=1.Cl.[NH:35]1[CH2:38][CH2:37][CH2:36]1.